Dataset: NCI-60 drug combinations with 297,098 pairs across 59 cell lines. Task: Regression. Given two drug SMILES strings and cell line genomic features, predict the synergy score measuring deviation from expected non-interaction effect. (1) Drug 1: C1=CC(=CC=C1CCCC(=O)O)N(CCCl)CCCl. Drug 2: CC=C1C(=O)NC(C(=O)OC2CC(=O)NC(C(=O)NC(CSSCCC=C2)C(=O)N1)C(C)C)C(C)C. Cell line: K-562. Synergy scores: CSS=30.9, Synergy_ZIP=-5.71, Synergy_Bliss=0.593, Synergy_Loewe=-19.3, Synergy_HSA=1.42. (2) Drug 1: CCC1(CC2CC(C3=C(CCN(C2)C1)C4=CC=CC=C4N3)(C5=C(C=C6C(=C5)C78CCN9C7C(C=CC9)(C(C(C8N6C)(C(=O)OC)O)OC(=O)C)CC)OC)C(=O)OC)O.OS(=O)(=O)O. Drug 2: C1C(C(OC1N2C=NC(=NC2=O)N)CO)O. Cell line: SK-MEL-5. Synergy scores: CSS=-0.341, Synergy_ZIP=-1.23, Synergy_Bliss=-6.10, Synergy_Loewe=-15.3, Synergy_HSA=-7.80. (3) Drug 1: CC12CCC3C(C1CCC2O)C(CC4=C3C=CC(=C4)O)CCCCCCCCCS(=O)CCCC(C(F)(F)F)(F)F. Drug 2: C1CN(CCN1C(=O)CCBr)C(=O)CCBr. Cell line: HS 578T. Synergy scores: CSS=8.50, Synergy_ZIP=-1.76, Synergy_Bliss=-1.89, Synergy_Loewe=-2.13, Synergy_HSA=-1.65. (4) Drug 1: CNC(=O)C1=CC=CC=C1SC2=CC3=C(C=C2)C(=NN3)C=CC4=CC=CC=N4. Drug 2: CN(C)C1=NC(=NC(=N1)N(C)C)N(C)C. Cell line: NCI-H226. Synergy scores: CSS=-12.0, Synergy_ZIP=0.468, Synergy_Bliss=-9.54, Synergy_Loewe=-18.3, Synergy_HSA=-13.3. (5) Drug 1: C1CC(C1)(C(=O)O)C(=O)O.[NH2-].[NH2-].[Pt+2]. Drug 2: C1=NNC2=C1C(=O)NC=N2. Cell line: SF-295. Synergy scores: CSS=1.09, Synergy_ZIP=-2.22, Synergy_Bliss=-6.78, Synergy_Loewe=-2.51, Synergy_HSA=-5.32. (6) Drug 1: CN(CCCl)CCCl.Cl. Drug 2: CS(=O)(=O)OCCCCOS(=O)(=O)C. Cell line: HOP-62. Synergy scores: CSS=25.0, Synergy_ZIP=-2.08, Synergy_Bliss=2.48, Synergy_Loewe=-13.0, Synergy_HSA=0.150. (7) Drug 1: CC1=C2C(C(=O)C3(C(CC4C(C3C(C(C2(C)C)(CC1OC(=O)C(C(C5=CC=CC=C5)NC(=O)OC(C)(C)C)O)O)OC(=O)C6=CC=CC=C6)(CO4)OC(=O)C)OC)C)OC. Drug 2: C1=NNC2=C1C(=O)NC=N2. Cell line: SK-MEL-5. Synergy scores: CSS=43.3, Synergy_ZIP=5.94, Synergy_Bliss=8.35, Synergy_Loewe=-21.2, Synergy_HSA=5.59.